Dataset: Reaction yield outcomes from USPTO patents with 853,638 reactions. Task: Predict the reaction yield, written as a fraction of the theoretical maximum amount of product (1.0 means a 100% yield; for example, 0.34 means a 34% yield). (1) The product is [ClH:1].[F:30][C:10]1[CH:9]=[C:8]([NH:7][C:5](=[O:6])[CH2:64][C:68]([NH:70][C:71]2[CH:76]=[CH:75][C:74]([F:77])=[CH:73][CH:72]=2)=[O:69])[CH:13]=[CH:12][C:11]=1[O:14][C:15]1[CH:20]=[CH:19][N:18]=[C:17]2[NH:21][C:22]([CH3:24])=[CH:23][C:16]=12. The reactants are [ClH:1].FC1C=CC=C(F)C=1[C:5]([NH:7][C:8]1[CH:13]=[CH:12][C:11]([O:14][C:15]2[CH:20]=[CH:19][N:18]=[C:17]3[NH:21][C:22]([C:24]4C=NC=CC=4)=[CH:23][C:16]=23)=[C:10]([F:30])[CH:9]=1)=[O:6].Cl.FC1C=C([CH:64]([C:68]([NH:70][C:71]2[CH:76]=[CH:75][C:74]([F:77])=[CH:73][CH:72]=2)=[O:69])C(N)=O)C=CC=1OC1C2=C(C)C(OCCN3CCOCC3)=CN2N=CN=1.CN(C(ON1N=NC2C=CC=NC1=2)=[N+](C)C)C.F[P-](F)(F)(F)(F)F.CCN(C(C)C)C(C)C. The catalyst is CN(C=O)C. The yield is 0.340. (2) The reactants are [Cl:1][C:2]1[CH:7]=[C:6](I)[C:5]([I:9])=[CH:4][C:3]=1[Cl:10].[OH:11][C:12]1[CH:13]=[C:14](B(O)O)[CH:15]=[CH:16][CH:17]=1.C([O-])([O-])=O.[Na+].[Na+].O. The catalyst is O1CCOCC1.C1C=CC([P]([Pd]([P](C2C=CC=CC=2)(C2C=CC=CC=2)C2C=CC=CC=2)([P](C2C=CC=CC=2)(C2C=CC=CC=2)C2C=CC=CC=2)[P](C2C=CC=CC=2)(C2C=CC=CC=2)C2C=CC=CC=2)(C2C=CC=CC=2)C2C=CC=CC=2)=CC=1. The product is [Cl:10][C:3]1[C:2]([Cl:1])=[CH:7][C:6]([C:16]2[CH:17]=[C:12]([OH:11])[CH:13]=[CH:14][CH:15]=2)=[C:5]([I:9])[CH:4]=1. The yield is 0.220. (3) The product is [Br:22][C:23]1[CH:30]=[CH:29][C:26]([CH:27]=[CH:10][C:11]2[C:16]([C:17]([OH:19])=[O:18])=[CH:15][N:14]=[CH:13][CH:12]=2)=[CH:25][CH:24]=1. The reactants are [H-].[Na+].C(O)(C)(C)C.[H][H].[CH3:10][C:11]1[C:16]([C:17]([O:19]CC)=[O:18])=[CH:15][N:14]=[CH:13][CH:12]=1.[Br:22][C:23]1[CH:30]=[CH:29][C:26]([CH:27]=O)=[CH:25][CH:24]=1. The yield is 0.400. The catalyst is CN(C=O)C. (4) The reactants are [Br:1][C:2]1[N:6]2[CH:7]=[C:8]([CH:27]3[CH2:29][CH2:28]3)[C:9]([O:11][CH2:12][C:13]3([CH3:26])[CH2:18][CH2:17][N:16](C(OC(C)(C)C)=O)[CH2:15][CH2:14]3)=[CH:10][C:5]2=[N:4][N:3]=1.Cl.O1CCOCC1. The catalyst is ClCCl.[OH-].[Na+]. The product is [Br:1][C:2]1[N:6]2[CH:7]=[C:8]([CH:27]3[CH2:29][CH2:28]3)[C:9]([O:11][CH2:12][C:13]3([CH3:26])[CH2:18][CH2:17][NH:16][CH2:15][CH2:14]3)=[CH:10][C:5]2=[N:4][N:3]=1. The yield is 0.850. (5) The reactants are [CH2:1]([O:3]C1C=CC2C(=CC=CC=2)N1C(OCC)=O)[CH3:2].C(O)(=O)C.[NH:23]([C:25]([C:27]1[C:28]([N:36]2[CH2:41][CH2:40][N:39]([C:42]([O:44][C:45]([CH3:48])([CH3:47])[CH3:46])=[O:43])[CH2:38][CH2:37]2)=[C:29]2[CH:35]=[CH:34][NH:33][C:30]2=[N:31][CH:32]=1)=[O:26])[NH2:24]. The catalyst is C1COCC1.C(#N)C. The product is [C:1]([NH:24][NH:23][C:25]([C:27]1[C:28]([N:36]2[CH2:41][CH2:40][N:39]([C:42]([O:44][C:45]([CH3:48])([CH3:47])[CH3:46])=[O:43])[CH2:38][CH2:37]2)=[C:29]2[CH:35]=[CH:34][NH:33][C:30]2=[N:31][CH:32]=1)=[O:26])(=[O:3])[CH3:2]. The yield is 0.719.